Binary Classification. Given a T-cell receptor sequence (or CDR3 region) and an epitope sequence, predict whether binding occurs between them. From a dataset of TCR-epitope binding with 47,182 pairs between 192 epitopes and 23,139 TCRs. (1) The epitope is FIAGLIAIV. The TCR CDR3 sequence is CASSSGFRETQYF. Result: 1 (the TCR binds to the epitope). (2) The epitope is TPQDLNTML. The TCR CDR3 sequence is CTSSLVFGTAGGRQFF. Result: 1 (the TCR binds to the epitope). (3) The epitope is GTITVEELK. The TCR CDR3 sequence is CASSQDRAVVARYTF. Result: 0 (the TCR does not bind to the epitope). (4) The epitope is SLFNTVATLY. The TCR CDR3 sequence is CASSLYGAGAITGELFF. Result: 0 (the TCR does not bind to the epitope).